From a dataset of NCI-60 drug combinations with 297,098 pairs across 59 cell lines. Regression. Given two drug SMILES strings and cell line genomic features, predict the synergy score measuring deviation from expected non-interaction effect. (1) Drug 1: CC1=C(C=C(C=C1)NC(=O)C2=CC=C(C=C2)CN3CCN(CC3)C)NC4=NC=CC(=N4)C5=CN=CC=C5. Drug 2: CCN(CC)CCNC(=O)C1=C(NC(=C1C)C=C2C3=C(C=CC(=C3)F)NC2=O)C. Cell line: 786-0. Synergy scores: CSS=-2.50, Synergy_ZIP=-1.21, Synergy_Bliss=-5.71, Synergy_Loewe=-5.04, Synergy_HSA=-5.78. (2) Drug 1: CC12CCC3C(C1CCC2=O)CC(=C)C4=CC(=O)C=CC34C. Drug 2: CN1C(=O)N2C=NC(=C2N=N1)C(=O)N. Cell line: HS 578T. Synergy scores: CSS=45.3, Synergy_ZIP=2.80, Synergy_Bliss=4.54, Synergy_Loewe=3.14, Synergy_HSA=3.70. (3) Drug 1: CCC1=C2CN3C(=CC4=C(C3=O)COC(=O)C4(CC)O)C2=NC5=C1C=C(C=C5)O. Drug 2: COCCOC1=C(C=C2C(=C1)C(=NC=N2)NC3=CC=CC(=C3)C#C)OCCOC.Cl. Cell line: MCF7. Synergy scores: CSS=22.2, Synergy_ZIP=2.92, Synergy_Bliss=4.17, Synergy_Loewe=4.00, Synergy_HSA=5.96. (4) Drug 1: CCC1=CC2CC(C3=C(CN(C2)C1)C4=CC=CC=C4N3)(C5=C(C=C6C(=C5)C78CCN9C7C(C=CC9)(C(C(C8N6C)(C(=O)OC)O)OC(=O)C)CC)OC)C(=O)OC.C(C(C(=O)O)O)(C(=O)O)O. Drug 2: C1=NC2=C(N=C(N=C2N1C3C(C(C(O3)CO)O)F)Cl)N. Cell line: SR. Synergy scores: CSS=56.4, Synergy_ZIP=-0.276, Synergy_Bliss=-0.522, Synergy_Loewe=-19.6, Synergy_HSA=0.0194. (5) Drug 1: C1=NC2=C(N1)C(=S)N=CN2. Drug 2: C1CN(CCN1C(=O)CCBr)C(=O)CCBr. Cell line: CAKI-1. Synergy scores: CSS=16.4, Synergy_ZIP=-4.56, Synergy_Bliss=-8.56, Synergy_Loewe=-2.82, Synergy_HSA=-5.34. (6) Drug 1: C1=NC2=C(N=C(N=C2N1C3C(C(C(O3)CO)O)F)Cl)N. Drug 2: CC1CCCC2(C(O2)CC(NC(=O)CC(C(C(=O)C(C1O)C)(C)C)O)C(=CC3=CSC(=N3)C)C)C. Cell line: SK-OV-3. Synergy scores: CSS=43.1, Synergy_ZIP=0.227, Synergy_Bliss=-0.319, Synergy_Loewe=-13.7, Synergy_HSA=-3.04.